The task is: Predict the reactants needed to synthesize the given product.. This data is from Full USPTO retrosynthesis dataset with 1.9M reactions from patents (1976-2016). (1) Given the product [C:3]([C:5]1[CH:10]=[CH:9][C:8]([CH:11]2[C:20]3[C:19](=[O:21])[CH2:18][CH2:17][CH2:16][C:15]=3[N:14]([C:22]3[CH:27]=[CH:26][CH:25]=[C:24]([C:28]([F:30])([F:29])[F:31])[CH:23]=3)[C:13](=[O:32])[N:12]2[S:33]([CH2:36][CH2:37][CH2:38][C:39]([OH:41])=[O:40])(=[O:34])=[O:35])=[CH:7][CH:6]=1)#[N:4], predict the reactants needed to synthesize it. The reactants are: [OH-].[Li+].[C:3]([C:5]1[CH:10]=[CH:9][C:8]([CH:11]2[C:20]3[C:19](=[O:21])[CH2:18][CH2:17][CH2:16][C:15]=3[N:14]([C:22]3[CH:27]=[CH:26][CH:25]=[C:24]([C:28]([F:31])([F:30])[F:29])[CH:23]=3)[C:13](=[O:32])[N:12]2[S:33]([CH2:36][CH2:37][CH2:38][C:39]([O:41]C)=[O:40])(=[O:35])=[O:34])=[CH:7][CH:6]=1)#[N:4]. (2) Given the product [CH3:13][O:14][C:3](=[O:4])[CH2:1][NH:12][C:7]1[C:6]([F:5])=[CH:11][CH:10]=[CH:9][N:8]=1, predict the reactants needed to synthesize it. The reactants are: [CH:1]([CH:3]=[O:4])=O.[F:5][C:6]1[C:7]([NH2:12])=[N:8][CH:9]=[CH:10][CH:11]=1.[C:13]([O-])(O)=[O:14].[Na+]. (3) Given the product [N+:1]([C:4]1[C:5]2[CH2:6][CH:7]3[O:13][CH:8]3[C:9]=2[CH:10]=[CH:11][CH:12]=1)([O-:3])=[O:2], predict the reactants needed to synthesize it. The reactants are: [N+:1]([C:4]1[CH:12]=[CH:11][CH:10]=[C:9]2[C:5]=1[CH2:6][C:7](=[O:13])[CH2:8]2)([O-:3])=[O:2].[BH4-].[Na+]. (4) Given the product [CH2:1]([O:3][C:4]([N:6]1[C:15]2[C:10](=[N:11][C:12]([O:16][CH3:17])=[CH:13][CH:14]=2)[C@@H:9]([NH:18][C:19]2[N:20]=[C:21]([CH2:40][C:39]3[CH:42]=[CH:43][C:36]([F:35])=[CH:37][CH:38]=3)[C:22]([N:25]3[CH2:26][CH2:27][O:28][CH2:29][CH2:30]3)=[CH:23][N:24]=2)[CH2:8][C@H:7]1[CH2:31][CH3:32])=[O:5])[CH3:2], predict the reactants needed to synthesize it. The reactants are: [CH2:1]([O:3][C:4]([N:6]1[C:15]2[C:10](=[N:11][C:12]([O:16][CH3:17])=[CH:13][CH:14]=2)[C@@H:9]([NH:18][C:19]2[N:24]=[CH:23][C:22]([N:25]3[CH2:30][CH2:29][O:28][CH2:27][CH2:26]3)=[CH:21][N:20]=2)[CH2:8][C@H:7]1[CH2:31][CH3:32])=[O:5])[CH3:2].[H-].[Na+].[F:35][C:36]1[CH:43]=[CH:42][C:39]([CH2:40]Br)=[CH:38][CH:37]=1.O. (5) Given the product [CH3:21][O:20][CH2:19][O:18][C:15]1[CH:16]=[CH:17][C:12]([C:10]2[CH:11]=[C:6]([C:4]([OH:5])=[O:3])[C:7]3[C:24]([CH3:25])=[N:23][N:22]([CH:26]4[CH2:31][CH2:30][CH2:29][CH2:28][O:27]4)[C:8]=3[N:9]=2)=[CH:13][CH:14]=1, predict the reactants needed to synthesize it. The reactants are: C([O:3][C:4]([C:6]1[C:7]2[C:24]([CH3:25])=[N:23][N:22]([CH:26]3[CH2:31][CH2:30][CH2:29][CH2:28][O:27]3)[C:8]=2[N:9]=[C:10]([C:12]2[CH:17]=[CH:16][C:15]([O:18][CH2:19][O:20][CH3:21])=[CH:14][CH:13]=2)[CH:11]=1)=[O:5])C.[OH-].[Na+]. (6) Given the product [N:1]1([C:6]2[CH:22]=[CH:21][C:9]([CH2:10][N:11]3[C:19]4[C:14](=[N:15][CH:16]=[CH:17][CH:18]=4)[C:13]([C:31]([NH:30][CH:27]4[CH2:28][CH2:29][CH2:24][O:50][CH2:26]4)=[O:32])=[CH:12]3)=[CH:8][CH:7]=2)[CH:5]=[CH:4][CH:3]=[N:2]1, predict the reactants needed to synthesize it. The reactants are: [N:1]1([C:6]2[CH:22]=[CH:21][C:9]([CH2:10][N:11]3[C:19]4[C:14](=[N:15][CH:16]=[CH:17][CH:18]=4)[C:13](I)=[CH:12]3)=[CH:8][CH:7]=2)[CH:5]=[CH:4][CH:3]=[N:2]1.F[C:24]1(F)[CH2:29][CH2:28][C@@H:27]([NH:30][C:31](C2C3=NC=CC=C3N(CC3C=CC(F)=CC=3)C=2)=[O:32])[C@H:26]([OH:50])C1.FC1C=CC(CN2C3C(=NC=CC=3)C(I)=C2)=CC=1.CC1(C)C2C(=C(P(C3C=CC=CC=3)C3C=CC=CC=3)C=CC=2)OC2C(P(C3C=CC=CC=3)C3C=CC=CC=3)=CC=CC1=2.O1CCCC(N)C1.C(=O)([O-])[O-].[Na+].[Na+]. (7) Given the product [CH3:17][C:12]1([CH3:18])[C:13]([CH3:16])([CH3:15])[O:14][B:10]([C:2]2[CH:3]=[CH:4][C:5]([CH2:8][OH:9])=[N:6][CH:7]=2)[O:11]1, predict the reactants needed to synthesize it. The reactants are: Br[C:2]1[CH:3]=[CH:4][C:5]([CH2:8][OH:9])=[N:6][CH:7]=1.[B:10]1([B:10]2[O:14][C:13]([CH3:16])([CH3:15])[C:12]([CH3:18])([CH3:17])[O:11]2)[O:14][C:13]([CH3:16])([CH3:15])[C:12]([CH3:18])([CH3:17])[O:11]1.C([O-])(=O)C.[K+]. (8) Given the product [O:1]=[C:2]1[N:6]([C:7]2[CH:8]=[CH:9][C:10]3[C:16](=[O:17])[CH:15]([C:34](=[O:35])[C:33]([F:40])([F:39])[F:32])[CH2:14][CH2:13][CH2:12][C:11]=3[CH:18]=2)[CH2:5][C@H:4]([CH2:19][NH:20][C:21](=[O:23])[CH3:22])[O:3]1, predict the reactants needed to synthesize it. The reactants are: [O:1]=[C:2]1[N:6]([C:7]2[CH:8]=[CH:9][C:10]3[C:16](=[O:17])[CH2:15][CH2:14][CH2:13][CH2:12][C:11]=3[CH:18]=2)[CH2:5][C@H:4]([CH2:19][NH:20][C:21](=[O:23])[CH3:22])[O:3]1.[Li+].CC([N-]C(C)C)C.[F:32][C:33]([F:40])([F:39])[C:34](OCC)=[O:35]. (9) Given the product [Cl:9][C:10]1[CH:15]=[CH:14][C:13]([CH:4]2[CH2:5][C:6](=[O:7])[C:2]([CH3:8])([CH3:1])[CH2:3]2)=[C:12]([F:19])[CH:11]=1, predict the reactants needed to synthesize it. The reactants are: [CH3:1][C:2]1([CH3:8])[C:6](=[O:7])[CH:5]=[CH:4][CH2:3]1.[Cl:9][C:10]1[CH:15]=[CH:14][C:13](B(O)O)=[C:12]([F:19])[CH:11]=1.C([O-])(=O)C.[Na+].[Sb](Cl)(Cl)Cl. (10) Given the product [C@@H:16]1([NH:13][C:14]([N:9]2[C:10](=[O:11])[C:5]3[C:6](=[N:7][C:2]([Cl:1])=[CH:3][C:4]=3[CH3:12])[NH:8]2)=[O:15])[C:24]2[C:19](=[CH:20][CH:21]=[CH:22][CH:23]=2)[CH2:18][CH2:17]1, predict the reactants needed to synthesize it. The reactants are: [Cl:1][C:2]1[N:7]=[C:6]2[NH:8][N:9]=[C:10]([OH:11])[C:5]2=[C:4]([CH3:12])[CH:3]=1.[N:13]([C@@H:16]1[C:24]2[C:19](=[CH:20][CH:21]=[CH:22][CH:23]=2)[CH2:18][CH2:17]1)=[C:14]=[O:15].